Dataset: Forward reaction prediction with 1.9M reactions from USPTO patents (1976-2016). Task: Predict the product of the given reaction. (1) Given the reactants [C:1]1([C:7]2[O:11][C:10]([C:12]3[C:13]([NH:24]C(=O)OC(C)(C)C)=[N:14][CH:15]=[C:16]([N:18]4[CH2:23][CH2:22][NH:21][CH2:20][CH2:19]4)[N:17]=3)=[N:9][N:8]=2)[CH:6]=[CH:5][CH:4]=[CH:3][CH:2]=1.C(O)(C(F)(F)F)=O, predict the reaction product. The product is: [C:1]1([C:7]2[O:11][C:10]([C:12]3[C:13]([NH2:24])=[N:14][CH:15]=[C:16]([N:18]4[CH2:23][CH2:22][NH:21][CH2:20][CH2:19]4)[N:17]=3)=[N:9][N:8]=2)[CH:2]=[CH:3][CH:4]=[CH:5][CH:6]=1. (2) The product is: [Cl:1][C:2]1[CH:3]=[C:4]([NH:16][C:17]2[C:26]3[C:21](=[CH:22][CH:23]=[CH:24][C:25]=3[O:27][CH2:28][CH2:29][N:30]([CH2:43][CH3:45])[C:31](=[O:35])[CH3:32])[N:20]=[CH:19][N:18]=2)[CH:5]=[CH:6][C:7]=1[O:8][CH2:9][C:10]1[CH:15]=[CH:14][CH:13]=[CH:12][N:11]=1.[CH2:7]([O:8][CH2:9][CH3:10])[CH3:2]. Given the reactants [Cl:1][C:2]1[CH:3]=[C:4]([NH:16][C:17]2[C:26]3[C:21](=[CH:22][CH:23]=[CH:24][C:25]=3[O:27][CH2:28][CH2:29][NH:30][CH2:31][CH3:32])[N:20]=[CH:19][N:18]=2)[CH:5]=[CH:6][C:7]=1[O:8][CH2:9][C:10]1[CH:15]=[CH:14][CH:13]=[CH:12][N:11]=1.C(Cl)(=[O:35])C.CCN([CH:43]([CH3:45])C)C(C)C, predict the reaction product. (3) Given the reactants [CH3:1][O:2][C:3]1[CH:4]=[C:5]([CH:16]=[CH:17][CH:18]=1)[CH2:6][N:7]1[C:15]2[C:10](=[CH:11][CH:12]=[CH:13][N:14]=2)[CH:9]=[CH:8]1.[C:19](Cl)(=[O:23])[C:20]([Cl:22])=[O:21], predict the reaction product. The product is: [CH3:1][O:2][C:3]1[CH:4]=[C:5]([CH:16]=[CH:17][CH:18]=1)[CH2:6][N:7]1[C:15]2[C:10](=[CH:11][CH:12]=[CH:13][N:14]=2)[C:9]([C:19](=[O:23])[C:20]([Cl:22])=[O:21])=[CH:8]1. (4) Given the reactants Cl.[CH3:2][N:3]1[CH:8]2[CH2:9][O:10][CH2:11][CH:4]1[CH2:5][NH:6][CH2:7]2.Br[C:13]1[CH:14]=[CH:15][C:16]([N+:19]([O-:21])=[O:20])=[N:17][CH:18]=1.C([O-])([O-])=O.[Cs+].[Cs+], predict the reaction product. The product is: [CH3:2][N:3]1[CH:8]2[CH2:9][O:10][CH2:11][CH:4]1[CH2:5][N:6]([C:13]1[CH:18]=[N:17][C:16]([N+:19]([O-:21])=[O:20])=[CH:15][CH:14]=1)[CH2:7]2. (5) Given the reactants I[C:2]1[CH:9]=[CH:8][C:5]([C:6]#[N:7])=[C:4]([O:10][CH3:11])[CH:3]=1.[CH3:12][C:13]1([CH3:21])[C:17](=[O:18])[CH:16]([CH3:19])[NH:15][C:14]1=[O:20].C(=O)([O-])[O-].[Cs+].[Cs+].C1(P(C2C=CC=CC=2)C2C3OC4C(=CC=CC=4P(C4C=CC=CC=4)C4C=CC=CC=4)C(C)(C)C=3C=CC=2)C=CC=CC=1, predict the reaction product. The product is: [CH3:11][O:10][C:4]1[CH:3]=[C:2]([N:15]2[CH:16]([CH3:19])[C:17](=[O:18])[C:13]([CH3:21])([CH3:12])[C:14]2=[O:20])[CH:9]=[CH:8][C:5]=1[C:6]#[N:7]. (6) Given the reactants CC(C)([O-])C.[K+].[Cl-].COC[P+](C1C=CC=CC=1)(C1C=CC=CC=1)C1C=CC=CC=1.[C:30]([O:34][C:35]([N:37]1[CH2:41][CH2:40][C@@H:39]([CH2:42][NH:43][C:44]([O:46][C:47]([CH3:50])([CH3:49])[CH3:48])=[O:45])[C@@H:38]1C=O)=[O:36])([CH3:33])([CH3:32])[CH3:31].[C:53]([O:56][CH2:57]C)(=O)[CH3:54], predict the reaction product. The product is: [C:30]([O:34][C:35]([N:37]1[CH2:41][CH2:40][C@@H:39]([CH2:42][NH:43][C:44]([O:46][C:47]([CH3:50])([CH3:48])[CH3:49])=[O:45])[C@@H:38]1/[CH:54]=[CH:53]/[O:56][CH3:57])=[O:36])([CH3:33])([CH3:31])[CH3:32]. (7) The product is: [C:3]([CH:2]([CH2:13][C:14](=[O:19])[C:15]([F:18])([F:17])[F:16])[C:1]([O:7][CH2:8][CH3:9])=[O:6])(=[O:4])[CH3:5]. Given the reactants [C:1]([O:7][CH2:8][CH3:9])(=[O:6])[CH2:2][C:3]([CH3:5])=[O:4].[H-].[Na+].Br[CH2:13][C:14](=[O:19])[C:15]([F:18])([F:17])[F:16], predict the reaction product.